The task is: Predict which catalyst facilitates the given reaction.. This data is from Catalyst prediction with 721,799 reactions and 888 catalyst types from USPTO. (1) The catalyst class is: 16. Product: [ClH:43].[ClH:43].[NH:29]1[C:30]2[C:26](=[CH:25][C:24]([NH:23][C:21]3[C:20]4[C:15](=[CH:16][C:17]([O:44][CH3:45])=[C:18]([O:40][CH2:41][CH2:42][N:50]5[CH2:51][CH2:52][N:47]([CH3:46])[CH2:48][CH2:49]5)[CH:19]=4)[N:14]=[C:13]([C:9]4[CH:8]=[C:7]([NH:6][C:1](=[O:5])[CH2:2][CH2:3][CH3:4])[CH:12]=[CH:11][CH:10]=4)[N:22]=3)=[CH:32][CH:31]=2)[CH:27]=[N:28]1. Reactant: [C:1]([NH:6][C:7]1[CH:8]=[C:9]([C:13]2[N:22]=[C:21]([NH:23][C:24]3[CH:25]=[C:26]4[C:30](=[CH:31][CH:32]=3)[N:29](C(OC(C)(C)C)=O)[N:28]=[CH:27]4)[C:20]3[C:15](=[CH:16][C:17]([O:44][CH3:45])=[C:18]([O:40][CH2:41][CH2:42][Cl:43])[CH:19]=3)[N:14]=2)[CH:10]=[CH:11][CH:12]=1)(=[O:5])[CH2:2][CH2:3][CH3:4].[CH3:46][N:47]1[CH2:52][CH2:51][NH:50][CH2:49][CH2:48]1. (2) Product: [Cl:1][C:2]1[CH:7]=[CH:6][CH:5]=[C:4]([Cl:8])[C:3]=1[C:9]1[CH:13]=[C:12]([C:14]2[CH:15]=[C:16]([NH:20][CH2:21][CH2:22][NH:23][C:24](=[O:30])[O:25][C:26]([CH3:28])([CH3:27])[CH3:29])[CH:17]=[CH:18][CH:19]=2)[O:11][N:10]=1. Reactant: [Cl:1][C:2]1[CH:7]=[CH:6][CH:5]=[C:4]([Cl:8])[C:3]=1[C:9]1[CH:13]=[C:12]([C:14]2[CH:15]=[C:16]([NH:20][C:21](=O)[CH2:22][NH:23][C:24](=[O:30])[O:25][C:26]([CH3:29])([CH3:28])[CH3:27])[CH:17]=[CH:18][CH:19]=2)[O:11][N:10]=1.B.O1CCCC1. The catalyst class is: 7. (3) Reactant: [O:1]=[C:2]1[N:6]([C:7]2[CH:8]=[CH:9][C:10]3[C:16](=[O:17])[CH2:15][CH2:14][CH2:13][CH2:12][C:11]=3[CH:18]=2)[CH2:5][C@H:4]([CH2:19][NH:20][C:21](=[O:23])[CH3:22])[O:3]1.CC(C)([O-])C.[Li+].Cl.[C:31](Cl)(=[O:38])[C:32]1[CH:37]=[CH:36][N:35]=[CH:34][CH:33]=1. The catalyst class is: 1. Product: [O:1]=[C:2]1[N:6]([C:7]2[CH:8]=[CH:9][C:10]3[C:16](=[O:17])[CH:15]([C:31]([C:32]4[CH:37]=[CH:36][N:35]=[CH:34][CH:33]=4)=[O:38])[CH2:14][CH2:13][CH2:12][C:11]=3[CH:18]=2)[CH2:5][C@H:4]([CH2:19][NH:20][C:21](=[O:23])[CH3:22])[O:3]1.